This data is from Full USPTO retrosynthesis dataset with 1.9M reactions from patents (1976-2016). The task is: Predict the reactants needed to synthesize the given product. The reactants are: [Br:1][C:2]1[CH:3]=[C:4]([N+:19]([O-])=O)[C:5]([C:8]2[CH:17]=[CH:16][C:11]([C:12]([O:14][CH3:15])=[O:13])=[C:10]([Cl:18])[CH:9]=2)=[N:6][CH:7]=1.C1(P(C2C=CC=CC=2)CCP(C2C=CC=CC=2)C2C=CC=CC=2)C=CC=CC=1. Given the product [Br:1][C:2]1[CH:7]=[N:6][C:5]2[C:8]3[CH:17]=[CH:16][C:11]([C:12]([O:14][CH3:15])=[O:13])=[C:10]([Cl:18])[C:9]=3[NH:19][C:4]=2[CH:3]=1, predict the reactants needed to synthesize it.